From a dataset of Experimentally validated miRNA-target interactions with 360,000+ pairs, plus equal number of negative samples. Binary Classification. Given a miRNA mature sequence and a target amino acid sequence, predict their likelihood of interaction. (1) Result: 0 (no interaction). The miRNA is mmu-miR-1967 with sequence UGAGGAUCCUGGGGAGAAGAUGC. The protein sequence of the target gene is MRVKDPTKALPEKAKRSKRPTVPHDEDSSDDIAVGLTCQHVSHAISVNHVKRAIAENLWSVCSECLKERRFYDGQLVLTSDIWLCLKCGFQGCGKNSESQHSLKHFKSSRTEPHCIIINLSTWIIWCYECDEKLSTHCNKKVLAQIVDFLQKHASKTQTSAFSRIMKLCEEKCETDEIQKGGKCRNLSVRGITNLGNTCFFNAVMQNLAQTYTLTDLMNEIKESSTKLKIFPSSDSQLDPLVVELSRPGPLTSALFLFLHSMKETEKGPLSPKVLFNQLCQKAPRFKDFQQQDSQELLHY.... (2) The miRNA is hsa-miR-3619-5p with sequence UCAGCAGGCAGGCUGGUGCAGC. The protein sequence of the target gene is MEEVRGENEGKLEKEGKPEDEVEPEDEEKSDEDEKPDKKAKPAPRQGKPEEEAKPDEQGQDEGKPEKQGKSDGEGKRQGESKPDSQAKSASEARAAEKRPAEDYVPRKAKRKTDRGTDDSPKNSQEDLQDRHVSSEEMMRECADMTRAQEELRKRQKMGGFHWVPRDAQDALVPRGPRGVRGVRGGGGRSQRGLHDIPYL. Result: 0 (no interaction). (3) The miRNA is hsa-miR-488-5p with sequence CCCAGAUAAUGGCACUCUCAA. The protein sequence of the target gene is MATDVQLADYPLMSPKAELKLEKKSGRKPRSPRDSGPQKELVIPGIVDFERIRRALRTPKPQTPGTYCFGRLSHHSFFSRHHPHPQHVTHIQDLTGKPVCVVRDFPAPLPESTVFSGCQMGIPTISVPIGDPQSNRNPQLSSEAWKKELKELASRVAFLTKEDELKKKEKEQKEEPLREQGAKYSAETGRLIPASTRAVGRRRSHQGQQSQSSSRHEGVQAFLLQDQELLVLELLCRILETDLLSAIQFWLLYAPPKEKDLALGLLQTAVAQLLPQPLVSIPTEKLLSQLPEVHEPPQEK.... Result: 0 (no interaction).